Dataset: Full USPTO retrosynthesis dataset with 1.9M reactions from patents (1976-2016). Task: Predict the reactants needed to synthesize the given product. Given the product [NH2:9][C:10]1[C:11]([CH3:22])=[C:12]([CH2:16][CH2:17][C:18]([O:20][CH3:21])=[O:19])[CH:13]=[CH:14][C:15]=1[Cl:1], predict the reactants needed to synthesize it. The reactants are: [Cl:1]N1C(=O)CCC1=O.[NH2:9][C:10]1[C:11]([CH3:22])=[C:12]([CH2:16][CH2:17][C:18]([O:20][CH3:21])=[O:19])[CH:13]=[CH:14][CH:15]=1.